Regression. Given a peptide amino acid sequence and an MHC pseudo amino acid sequence, predict their binding affinity value. This is MHC class I binding data. From a dataset of Peptide-MHC class I binding affinity with 185,985 pairs from IEDB/IMGT. The peptide sequence is NSDDYTADE. The MHC is HLA-B07:02 with pseudo-sequence HLA-B07:02. The binding affinity (normalized) is 0.0847.